From a dataset of Catalyst prediction with 721,799 reactions and 888 catalyst types from USPTO. Predict which catalyst facilitates the given reaction. (1) Reactant: [Cl:1][C:2]1[CH:10]=[C:9]2[C:5]([CH2:6][C:7](=[O:11])[NH:8]2)=[CH:4][CH:3]=1.[Cl:12][C:13]1[O:17][C:16]([CH:18]=O)=[CH:15][CH:14]=1.N1CCCCC1. Product: [Cl:1][C:2]1[CH:10]=[C:9]2[C:5](/[C:6](=[CH:18]/[C:16]3[O:17][C:13]([Cl:12])=[CH:14][CH:15]=3)/[C:7](=[O:11])[NH:8]2)=[CH:4][CH:3]=1. The catalyst class is: 5. (2) Reactant: [C:1]([C:4]1[CH:9]=[N:8][CH:7]=[CH:6][N:5]=1)(=[O:3])[CH3:2].C(N(CC)C(C)C)(C)C.[Si:19](OS(C(F)(F)F)(=O)=O)([CH:26]([CH3:28])[CH3:27])([CH:23]([CH3:25])[CH3:24])[CH:20]([CH3:22])[CH3:21]. Product: [CH:20]([Si:19]([CH:26]([CH3:28])[CH3:27])([CH:23]([CH3:25])[CH3:24])[O:3][C:1]([C:4]1[CH:9]=[N:8][CH:7]=[CH:6][N:5]=1)=[CH2:2])([CH3:22])[CH3:21]. The catalyst class is: 2. (3) The catalyst class is: 12. Product: [CH:9]1([C:16]2[C:17]([CH:44]([F:45])[F:46])=[CH:18][C:19]([O:42][CH3:43])=[C:20]([C:22]3[C:31]4[C:26](=[CH:27][C:28]([S:32]([NH:35][C:36]5[CH:41]=[CH:40][N:39]=[CH:38][N:37]=5)(=[O:33])=[O:34])=[CH:29][CH:30]=4)[CH:25]=[CH:24][N:23]=3)[CH:21]=2)[CH2:11][CH2:10]1. Reactant: P([O-])([O-])([O-])=O.[K+].[K+].[K+].[CH:9]1(B(O)O)[CH2:11][CH2:10]1.Cl[C:16]1[C:17]([CH:44]([F:46])[F:45])=[CH:18][C:19]([O:42][CH3:43])=[C:20]([C:22]2[C:31]3[C:26](=[CH:27][C:28]([S:32]([NH:35][C:36]4[CH:41]=[CH:40][N:39]=[CH:38][N:37]=4)(=[O:34])=[O:33])=[CH:29][CH:30]=3)[CH:25]=[CH:24][N:23]=2)[CH:21]=1.Cl. (4) Reactant: [CH3:1][N:2]1[CH:10]=[C:9]2[C:4]([CH:5]=[CH:6][C:7]3[CH2:13][CH2:12][C@@H:11]([CH2:14][CH2:15][NH:16][C:17](=[O:19])[CH3:18])[C:8]=32)=[N:3]1.[Br:20]N1C(=O)CCC1=O. Product: [Br:20][C:10]1[N:2]([CH3:1])[N:3]=[C:4]2[C:9]=1[C:8]1[C@H:11]([CH2:14][CH2:15][NH:16][C:17](=[O:19])[CH3:18])[CH2:12][CH2:13][C:7]=1[CH:6]=[CH:5]2. The catalyst class is: 10. (5) Reactant: [CH2:1]([N:8]1[CH2:13][CH2:12][CH:11]([NH:14][CH2:15][C:16]2[CH:21]=[CH:20][C:19]([O:22][CH3:23])=[CH:18][C:17]=2[O:24][CH3:25])[CH:10]([CH3:26])[CH2:9]1)[C:2]1[CH:7]=[CH:6][CH:5]=[CH:4][CH:3]=1.C(N(CC)CC)C.[F:34][C:35]([F:46])([F:45])[C:36](O[C:36](=[O:37])[C:35]([F:46])([F:45])[F:34])=[O:37].O. Product: [CH2:1]([N:8]1[CH2:13][CH2:12][CH:11]([N:14]([CH2:15][C:16]2[CH:21]=[CH:20][C:19]([O:22][CH3:23])=[CH:18][C:17]=2[O:24][CH3:25])[C:36](=[O:37])[C:35]([F:46])([F:45])[F:34])[CH:10]([CH3:26])[CH2:9]1)[C:2]1[CH:3]=[CH:4][CH:5]=[CH:6][CH:7]=1. The catalyst class is: 68. (6) Reactant: [Cl:1][C:2]1[CH:10]=[C:9]2[C:5](/[C:6](=[CH:12]/[C:13]3[CH:14]=[N:15][CH:16]=[CH:17][CH:18]=3)/[C:7](=[O:11])[NH:8]2)=[CH:4][CH:3]=1.[C:19]([O:23][C:24](O[C:24]([O:23][C:19]([CH3:22])([CH3:21])[CH3:20])=[O:25])=[O:25])([CH3:22])([CH3:21])[CH3:20]. Product: [C:19]([O:23][C:24]([N:8]1[C:9]2[C:5](=[CH:4][CH:3]=[C:2]([Cl:1])[CH:10]=2)/[C:6](=[CH:12]/[C:13]2[CH:14]=[N:15][CH:16]=[CH:17][CH:18]=2)/[C:7]1=[O:11])=[O:25])([CH3:22])([CH3:21])[CH3:20]. The catalyst class is: 119. (7) Reactant: Br[C:2]1[N:7]=[C:6]2[N:8]([C@H:12]([C:14]3[CH:19]=[CH:18][CH:17]=[CH:16][CH:15]=3)[CH3:13])[C:9]([OH:11])=[N:10][C:5]2=[N:4][CH:3]=1.C(N(CC)CC)C.C([Sn](CCCC)(CCCC)[C:32]([O:34]CC)=[CH2:33])CCC. Product: [OH:11][C:9]1[N:8]([C@H:12]([C:14]2[CH:19]=[CH:18][CH:17]=[CH:16][CH:15]=2)[CH3:13])[C:6]2=[N:7][C:2]([C:32](=[O:34])[CH3:33])=[CH:3][N:4]=[C:5]2[N:10]=1. The catalyst class is: 203. (8) Product: [Cl:1][C:2]1[N:10]=[C:9]2[C:5]([N:6]=[CH:7][N:8]2[CH2:11][CH2:12][CH3:13])=[C:4]([NH:15][C:16]2[CH:21]=[CH:20][CH:19]=[CH:18][CH:17]=2)[N:3]=1. Reactant: [Cl:1][C:2]1[N:10]=[C:9]2[C:5]([N:6]=[CH:7][N:8]2[CH2:11][CH2:12][CH3:13])=[C:4](Cl)[N:3]=1.[NH2:15][C:16]1[CH:21]=[CH:20][CH:19]=[CH:18][CH:17]=1.C(N(CC)CC)C. The catalyst class is: 114.